From a dataset of NCI-60 drug combinations with 297,098 pairs across 59 cell lines. Regression. Given two drug SMILES strings and cell line genomic features, predict the synergy score measuring deviation from expected non-interaction effect. (1) Drug 1: CC1OCC2C(O1)C(C(C(O2)OC3C4COC(=O)C4C(C5=CC6=C(C=C35)OCO6)C7=CC(=C(C(=C7)OC)O)OC)O)O. Drug 2: C1=NC(=NC(=O)N1C2C(C(C(O2)CO)O)O)N. Cell line: HT29. Synergy scores: CSS=24.7, Synergy_ZIP=-1.64, Synergy_Bliss=6.38, Synergy_Loewe=6.40, Synergy_HSA=7.17. (2) Synergy scores: CSS=-10.7, Synergy_ZIP=25.7, Synergy_Bliss=46.6, Synergy_Loewe=-12.9, Synergy_HSA=0.00000163. Drug 2: COCCOC1=C(C=C2C(=C1)C(=NC=N2)NC3=CC=CC(=C3)C#C)OCCOC.Cl. Cell line: SK-MEL-2. Drug 1: CC12CCC3C(C1CCC2OP(=O)(O)O)CCC4=C3C=CC(=C4)OC(=O)N(CCCl)CCCl.[Na+].